Dataset: Reaction yield outcomes from USPTO patents with 853,638 reactions. Task: Predict the reaction yield, written as a fraction of the theoretical maximum amount of product (1.0 means a 100% yield; for example, 0.34 means a 34% yield). (1) The reactants are FC(F)(F)S([O:6][S:7]([C:10]([F:13])([F:12])[F:11])(=[O:9])=[O:8])(=O)=O.[CH3:16][O:17][C:18]([C:20]1[S:24][C:23]2[CH:25]=[C:26]([C:29]([O:31][C:32]([CH3:35])([CH3:34])[CH3:33])=[O:30])[CH:27]=[CH:28][C:22]=2[C:21]=1O)=[O:19].O.CCOC(C)=O. The catalyst is C(Cl)Cl.CCN(CC)CC. The product is [CH3:16][O:17][C:18]([C:20]1[S:24][C:23]2[CH:25]=[C:26]([C:29]([O:31][C:32]([CH3:35])([CH3:34])[CH3:33])=[O:30])[CH:27]=[CH:28][C:22]=2[C:21]=1[O:6][S:7]([C:10]([F:11])([F:12])[F:13])(=[O:8])=[O:9])=[O:19]. The yield is 0.570. (2) The reactants are [Br:1][C:2]1[C:3](F)=[C:4]2[C:10]([NH:11][C:12](=[O:17])[C@@H:13]([O:15][CH3:16])[CH3:14])=[CH:9][NH:8][C:5]2=[N:6][CH:7]=1.[NH:19]1[CH2:23][CH2:22][C@@H:21]([NH:24][C:25](=[O:31])[O:26][C:27]([CH3:30])([CH3:29])[CH3:28])[CH2:20]1.CCN(C(C)C)C(C)C. The catalyst is CCCCO. The product is [Br:1][C:2]1[C:3]([N:19]2[CH2:23][CH2:22][C@@H:21]([NH:24][C:25](=[O:31])[O:26][C:27]([CH3:29])([CH3:28])[CH3:30])[CH2:20]2)=[C:4]2[C:10]([NH:11][C:12](=[O:17])[C@@H:13]([O:15][CH3:16])[CH3:14])=[CH:9][NH:8][C:5]2=[N:6][CH:7]=1. The yield is 0.600. (3) The reactants are [CH3:1][O:2][C:3]([NH:5][C@H:6]([C:11]([N:13]1[CH2:17][C@@H:16]([CH3:18])[CH2:15][C@H:14]1[C:19]1[NH:20][C:21]([C:24]2[CH:29]=[C:28]3[CH2:30][O:31][C:32]4[CH:59]=[C:58]5[C:35]([CH:36]=[CH:37][C:38]6[N:42]=[C:41]([C@@H:43]7[CH2:47][C@H:46]([CH2:48][O:49][CH3:50])[CH2:45][N:44]7[C:51](OC(C)(C)C)=[O:52])[NH:40][C:39]=65)=[CH:34][C:33]=4[C:27]3=[CH:26][CH:25]=2)=[CH:22][N:23]=1)=[O:12])[C@@H:7]([CH2:9][CH3:10])[CH3:8])=[O:4].[CH3:60][O:61][C:62]([NH:64][C@@H:65]([CH:69]([CH3:71])[CH3:70])C(O)=O)=[O:63].CN(C(ON1N=NC2C=CC=NC1=2)=[N+](C)C)C.F[P-](F)(F)(F)(F)F.CN1CCOCC1. The catalyst is Cl.CCO.CN(C=O)C. The product is [CH3:1][O:2][C:3]([NH:5][C@@H:6]([C@H:7]([CH3:8])[CH2:9][CH3:10])[C:11]([N:13]1[CH2:17][C@@H:16]([CH3:18])[CH2:15][C@H:14]1[C:19]1[NH:20][C:21]([C:24]2[CH:29]=[C:28]3[CH2:30][O:31][C:34]4[CH:35]=[C:58]5[C:59]([CH:36]=[CH:37][C:38]6[N:42]=[C:41]([C@@H:43]7[CH2:47][C@H:46]([CH2:48][O:49][CH3:50])[CH2:45][N:44]7[C:51](=[O:52])[C@@H:65]([NH:64][C:62](=[O:63])[O:61][CH3:60])[CH:69]([CH3:71])[CH3:70])[NH:40][C:39]=65)=[CH:32][C:33]=4[C:27]3=[CH:26][CH:25]=2)=[CH:22][N:23]=1)=[O:12])=[O:4]. The yield is 0.710. (4) The catalyst is C(Cl)Cl. The reactants are [CH3:1][O:2][C:3](=[O:17])[C:4]1[CH:9]=[CH:8][C:7]([O:10][CH2:11][CH2:12][CH2:13][O:14][NH2:15])=[CH:6][C:5]=1[OH:16].[CH2:18]([N:25]1[C:33]2[C:28](=[CH:29][CH:30]=[CH:31][CH:32]=2)[CH:27]=[C:26]1[CH:34]=O)[C:19]1[CH:24]=[CH:23][CH:22]=[CH:21][CH:20]=1.S([O-])([O-])(=O)=O.[Mg+2]. The yield is 0.360. The product is [CH3:1][O:2][C:3](=[O:17])[C:4]1[CH:9]=[CH:8][C:7]([O:10][CH2:11][CH2:12][CH2:13][O:14]/[N:15]=[CH:34]/[C:26]2[N:25]([CH2:18][C:19]3[CH:24]=[CH:23][CH:22]=[CH:21][CH:20]=3)[C:33]3[C:28]([CH:27]=2)=[CH:29][CH:30]=[CH:31][CH:32]=3)=[CH:6][C:5]=1[OH:16]. (5) The reactants are [C:1]([C:3]1[C:4]([NH2:10])=[N:5][C:6]([NH2:9])=[CH:7][CH:8]=1)#[CH:2].[Br:11][C:12]1[CH:17]=[CH:16][C:15]([CH2:18][C:19](Cl)=[N:20][OH:21])=[CH:14][CH:13]=1.C(N(CC)CC)C. The catalyst is O1CCCC1. The product is [Br:11][C:12]1[CH:13]=[CH:14][C:15]([CH2:18][C:19]2[CH:2]=[C:1]([C:3]3[C:4]([NH2:10])=[N:5][C:6]([NH2:9])=[CH:7][CH:8]=3)[O:21][N:20]=2)=[CH:16][CH:17]=1. The yield is 0.660. (6) The yield is 1.00. The catalyst is C1COCC1.CO. The product is [CH3:20][C:18]([O:21][C:22]([N:24]1[CH2:31][C:30]2[O:29][C:28]([CH2:32][O:33][C:34]3[CH:39]=[CH:38][CH:37]=[CH:36][CH:35]=3)=[N:27][C:26]=2[CH2:25]1)=[O:23])([CH3:17])[CH3:19]. The reactants are N(C(OC(C)(C)C)=O)=NC(OC(C)(C)C)=O.[CH3:17][C:18]([O:21][C:22]([N:24]1[CH2:31][C:30]2[O:29][C:28]([CH2:32][OH:33])=[N:27][C:26]=2[CH2:25]1)=[O:23])([CH3:20])[CH3:19].[C:34]1(O)[CH:39]=[CH:38][CH:37]=[CH:36][CH:35]=1.C1(P(C2C=CC=CC=2)C2C=CC=CC=2)C=CC=CC=1. (7) The reactants are C1(P([N:15]=[N+]=[N-])(C2C=CC=CC=2)=O)C=CC=CC=1.[SH:18][C:19]1[N:27]=[CH:26][CH:25]=[CH:24][C:20]=1[C:21](O)=[O:22]. The catalyst is N1C=CC=CC=1.C(N(CC)CC)C. The product is [S:18]1[C:19]2=[N:27][CH:26]=[CH:25][CH:24]=[C:20]2[C:21](=[O:22])[NH:15]1. The yield is 0.890. (8) The reactants are [H-].[Na+].[NH2:3][C:4]1[O:8][N:7]=[C:6]([CH3:9])[C:5]=1[Cl:10].[C:11]1([C:21]2[CH:26]=[CH:25][CH:24]=[CH:23][CH:22]=2)[CH:16]=[CH:15][C:14]([S:17](Cl)(=[O:19])=[O:18])=[CH:13][CH:12]=1.CO. The catalyst is C1COCC1.O. The product is [Cl:10][C:5]1[C:6]([CH3:9])=[N:7][O:8][C:4]=1[NH:3][S:17]([C:14]1[CH:13]=[CH:12][C:11]([C:21]2[CH:26]=[CH:25][CH:24]=[CH:23][CH:22]=2)=[CH:16][CH:15]=1)(=[O:19])=[O:18]. The yield is 0.830. (9) The reactants are [OH-].[Na+].C[O:4][C:5](=[O:34])[C:6]1[CH:11]=[CH:10][C:9]([NH:12][C:13]([C:15]2[CH:25]=[C:24]([O:26][CH2:27][C:28]3[CH:33]=[CH:32][CH:31]=[CH:30][CH:29]=3)[C:18]3[CH2:19][C:20]([CH3:23])([CH3:22])[O:21][C:17]=3[CH:16]=2)=[O:14])=[N:8][CH:7]=1. No catalyst specified. The product is [CH2:27]([O:26][C:24]1[C:18]2[CH2:19][C:20]([CH3:23])([CH3:22])[O:21][C:17]=2[CH:16]=[C:15]([C:13]([NH:12][C:9]2[CH:10]=[CH:11][C:6]([C:5]([OH:34])=[O:4])=[CH:7][N:8]=2)=[O:14])[CH:25]=1)[C:28]1[CH:33]=[CH:32][CH:31]=[CH:30][CH:29]=1. The yield is 0.220. (10) The product is [C:1]([C:3]1([NH:9][CH2:11][CH2:10][CH2:16][S:13]([OH:15])(=[O:14])=[O:12])[CH2:8][CH2:7][CH2:6][CH2:5][CH2:4]1)#[CH:2]. The catalyst is C1COCC1. The reactants are [C:1]([C:3]1([NH2:9])[CH2:8][CH2:7][CH2:6][CH2:5][CH2:4]1)#[CH:2].[CH2:10]1[CH2:16][S:13](=[O:15])(=[O:14])[O:12][CH2:11]1. The yield is 0.750.